This data is from Full USPTO retrosynthesis dataset with 1.9M reactions from patents (1976-2016). The task is: Predict the reactants needed to synthesize the given product. (1) Given the product [CH2:1]([O:8][C:9]([N:11]1[CH2:16][CH2:15][C@@H:14]([N:17]=[N+:18]=[N-:19])[C@H:13]([O:20][CH3:24])[CH2:12]1)=[O:10])[C:2]1[CH:3]=[CH:4][CH:5]=[CH:6][CH:7]=1, predict the reactants needed to synthesize it. The reactants are: [CH2:1]([O:8][C:9]([N:11]1[CH2:16][CH2:15][C@@H:14]([N:17]=[N+:18]=[N-:19])[C@H:13]([OH:20])[CH2:12]1)=[O:10])[C:2]1[CH:7]=[CH:6][CH:5]=[CH:4][CH:3]=1.[H-].[Na+].I[CH3:24].[Cl-].[NH4+]. (2) Given the product [CH2:13]([C:17]1[N:18]=[C:19]([CH3:46])[N:20]([C:39]2[CH:44]=[CH:43][C:42]([Cl:45])=[CH:41][CH:40]=2)[C:21](=[O:38])[C:22]=1[CH2:23][C:24]1[CH:25]=[CH:26][C:27]([C:30]2[CH:35]=[CH:34][CH:33]=[CH:32][C:31]=2[C:36]2[NH:3][C:4](=[O:7])[O:5][N:37]=2)=[CH:28][CH:29]=1)[CH2:14][CH2:15][CH3:16], predict the reactants needed to synthesize it. The reactants are: [Cl-].O[NH3+:3].[C:4](=[O:7])([O-])[OH:5].[Na+].CS(C)=O.[CH2:13]([C:17]1[N:18]=[C:19]([CH3:46])[N:20]([C:39]2[CH:44]=[CH:43][C:42]([Cl:45])=[CH:41][CH:40]=2)[C:21](=[O:38])[C:22]=1[CH2:23][C:24]1[CH:29]=[CH:28][C:27]([C:30]2[C:31]([C:36]#[N:37])=[CH:32][CH:33]=[CH:34][CH:35]=2)=[CH:26][CH:25]=1)[CH2:14][CH2:15][CH3:16]. (3) Given the product [CH3:17][C:16]([CH3:19])([CH3:18])[CH2:15][C:14]([NH:13][C:8]1[C:9]([CH3:12])=[C:10]([CH3:11])[C:5]2[O:4][C:3]([CH3:21])([CH3:22])[CH:2]([C:23]3[CH:28]=[CH:27][CH:26]=[C:25]([CH3:29])[CH:24]=3)[C:6]=2[CH:7]=1)=[O:20], predict the reactants needed to synthesize it. The reactants are: O[C:2]1([C:23]2[CH:28]=[CH:27][CH:26]=[C:25]([CH3:29])[CH:24]=2)[C:6]2[CH:7]=[C:8]([NH:13][C:14](=[O:20])[CH2:15][C:16]([CH3:19])([CH3:18])[CH3:17])[C:9]([CH3:12])=[C:10]([CH3:11])[C:5]=2[O:4][C:3]1([CH3:22])[CH3:21]. (4) Given the product [CH3:34][S:35]([O:19][CH2:18][C:17]([S:14]([C:12]1[CH:11]=[CH:10][C:9]2[N:5]([CH2:4][CH:1]3[CH2:2][CH2:3]3)[C:6]([CH2:22][C:23]([CH3:26])([CH3:25])[CH3:24])=[N:7][C:8]=2[CH:13]=1)(=[O:16])=[O:15])([CH3:20])[CH3:21])(=[O:37])=[O:36], predict the reactants needed to synthesize it. The reactants are: [CH:1]1([CH2:4][N:5]2[C:9]3[CH:10]=[CH:11][C:12]([S:14]([C:17]([CH3:21])([CH3:20])[CH2:18][OH:19])(=[O:16])=[O:15])=[CH:13][C:8]=3[N:7]=[C:6]2[CH2:22][C:23]([CH3:26])([CH3:25])[CH3:24])[CH2:3][CH2:2]1.C(N(CC)CC)C.[CH3:34][S:35](Cl)(=[O:37])=[O:36]. (5) Given the product [CH3:1][C:2]1[CH:3]=[C:4]([CH:7]=[CH:8][CH:9]=1)[CH2:5][N:17]1[C:25]2[C:20](=[CH:21][CH:22]=[C:23]([CH2:26][C:27]([OH:29])=[O:28])[CH:24]=2)[CH:19]=[CH:18]1.[CH2:10]([N:17]1[C:25]2[C:20](=[CH:21][CH:22]=[C:23]([CH2:26][C:27]([OH:29])=[O:28])[CH:24]=2)[CH:19]=[CH:18]1)[C:11]1[CH:12]=[CH:13][CH:14]=[CH:15][CH:16]=1, predict the reactants needed to synthesize it. The reactants are: [CH3:1][C:2]1[CH:3]=[C:4]([CH:7]=[CH:8][CH:9]=1)[CH2:5]Cl.[CH2:10]([N:17]1[C:25]2[C:20](=[CH:21][CH:22]=[C:23]([CH2:26][C:27]([OH:29])=[O:28])[CH:24]=2)[CH:19]=[CH:18]1)[C:11]1[CH:16]=[CH:15][CH:14]=[CH:13][CH:12]=1. (6) Given the product [C:26]([C@@H:23]1[CH2:24][CH2:25][C@H:20]([O:1][C:2]2[CH:11]=[C:10]([CH3:12])[C:9]3[C:4](=[CH:5][CH:6]=[CH:7][CH:8]=3)[C:3]=2[CH:13]=[O:14])[CH2:21][CH2:22]1)([CH3:29])([CH3:28])[CH3:27], predict the reactants needed to synthesize it. The reactants are: [OH:1][C:2]1[CH:11]=[C:10]([CH3:12])[C:9]2[C:4](=[CH:5][CH:6]=[CH:7][CH:8]=2)[C:3]=1[CH:13]=[O:14].CS(O[C@H:20]1[CH2:25][CH2:24][C@@H:23]([C:26]([CH3:29])([CH3:28])[CH3:27])[CH2:22][CH2:21]1)(=O)=O.C([O-])([O-])=O.[Cs+].[Cs+]. (7) Given the product [NH:14]1[C:15]2[C:20](=[CH:19][CH:18]=[CH:17][CH:16]=2)[CH:12]=[C:13]1[NH2:33], predict the reactants needed to synthesize it. The reactants are: Cl.C(OC([C:12]1[C:20]2[C:15](=[CH:16][CH:17]=[C:18](OC3CCNC3)[CH:19]=2)[NH:14][C:13]=1C)=O)C1C=CC=CC=1.CC(C)=O.C([BH3-])#[N:33].[Na+]. (8) Given the product [CH3:1][O:2][C:3](=[O:19])[C:4]1[C:9]([CH3:10])=[C:8]([C:11](=[NH:12])[NH:21][OH:22])[CH:7]=[C:6]([C:13]([CH3:14])([CH3:16])[CH3:15])[C:5]=1[O:17][CH3:18], predict the reactants needed to synthesize it. The reactants are: [CH3:1][O:2][C:3](=[O:19])[C:4]1[C:9]([CH3:10])=[C:8]([C:11]#[N:12])[CH:7]=[C:6]([C:13]([CH3:16])([CH3:15])[CH3:14])[C:5]=1[O:17][CH3:18].Cl.[NH2:21][OH:22].C(=O)(O)[O-].[Na+]. (9) Given the product [C:1]([C:5]1[CH:14]=[C:13]2[C:8]([CH:9]=[C:10]([C:15]([OH:17])=[O:16])[CH:11]=[N:12]2)=[CH:7][CH:6]=1)([CH3:4])([CH3:2])[CH3:3], predict the reactants needed to synthesize it. The reactants are: [C:1]([C:5]1[CH:14]=[C:13]2[C:8]([CH:9]=[C:10]([C:15]([O:17]CC)=[O:16])[CH:11]=[N:12]2)=[CH:7][CH:6]=1)([CH3:4])([CH3:3])[CH3:2].[OH-].[Na+]. (10) Given the product [CH:1]1([NH:4][C:5]([C:6]2[S:7][C:13]3=[N:20][C:19]([O:21][CH:22]([CH3:23])[CH3:24])=[C:18]([Cl:25])[C:17]([CH3:26])=[C:14]3[C:15]=2[NH2:16])=[O:8])[CH2:3][CH2:2]1, predict the reactants needed to synthesize it. The reactants are: [CH:1]1([NH:4][C:5](=[O:8])[CH2:6][SH:7])[CH2:3][CH2:2]1.C[O-].[Na+].Cl[C:13]1[N:20]=[C:19]([O:21][CH:22]([CH3:24])[CH3:23])[C:18]([Cl:25])=[C:17]([CH3:26])[C:14]=1[C:15]#[N:16].ClC1C(Cl)=NC(OC(C)C)=C(C=1C)C#N.